This data is from Drug-target binding data from BindingDB using IC50 measurements. The task is: Regression. Given a target protein amino acid sequence and a drug SMILES string, predict the binding affinity score between them. We predict pIC50 (pIC50 = -log10(IC50 in M); higher means more potent). Dataset: bindingdb_ic50. The drug is COc1ncc(C)cc1CC[C@@](O)(CC(=O)O)C(=O)O. The target protein (Q8WWT9) has sequence MAALAAAAKKVWSARRLLVLLFTPLALLPVVFALPPKEGRCLFVILLMAVYWCTEALPLSVTALLPIVLFPFMGILPSNKVCPQYFLDTNFLFLSGLIMASAIEEWNLHRRIALKILMLVGVQPARLILGMMVTTSFLSMWLSNTASTAMMLPIANAILKSLFGQKEVRKDPSQESEENTAAVRRNGLHTVPTEMQFLASTEAKDHPGETEVPLDLPADSRKEDEYRRNIWKGFLISIPYSASIGGTATLTGTAPNLILLGQLKSFFPQCDVVNFGSWFIFAFPLMLLFLLAGWLWISFLYGGLSFRGWRKNKSEIRTNAEDRARAVIREEYQNLGPIKFAEQAVFILFCMFAILLFTRDPKFIPGWASLFNPGFLSDAVTGVAIVTILFFFPSQRPSLKWWFDFKAPNTETEPLLTWKKAQETVPWNIILLLGGGFAMAKGCEESGLSVWIGGQLHPLENVPPALAVLLITVVIAFFTEFASNTATIIIFLPVLAELAI.... The pIC50 is 4.8.